Dataset: Merck oncology drug combination screen with 23,052 pairs across 39 cell lines. Task: Regression. Given two drug SMILES strings and cell line genomic features, predict the synergy score measuring deviation from expected non-interaction effect. (1) Drug 1: COC1=C2CC(C)CC(OC)C(O)C(C)C=C(C)C(OC(N)=O)C(OC)C=CC=C(C)C(=O)NC(=CC1=O)C2=O. Drug 2: CNC(=O)c1cc(Oc2ccc(NC(=O)Nc3ccc(Cl)c(C(F)(F)F)c3)cc2)ccn1. Cell line: EFM192B. Synergy scores: synergy=-4.71. (2) Drug 1: CCC1=CC2CN(C1)Cc1c([nH]c3ccccc13)C(C(=O)OC)(c1cc3c(cc1OC)N(C)C1C(O)(C(=O)OC)C(OC(C)=O)C4(CC)C=CCN5CCC31C54)C2. Drug 2: Cn1cc(-c2cnn3c(N)c(Br)c(C4CCCNC4)nc23)cn1. Cell line: OV90. Synergy scores: synergy=33.2. (3) Drug 1: Cn1c(=O)n(-c2ccc(C(C)(C)C#N)cc2)c2c3cc(-c4cnc5ccccc5c4)ccc3ncc21. Drug 2: CCc1c2c(nc3ccc(O)cc13)-c1cc3c(c(=O)n1C2)COC(=O)C3(O)CC. Cell line: UWB1289BRCA1. Synergy scores: synergy=28.2. (4) Drug 1: N#Cc1ccc(Cn2cncc2CN2CCN(c3cccc(Cl)c3)C(=O)C2)cc1. Drug 2: O=C(NOCC(O)CO)c1ccc(F)c(F)c1Nc1ccc(I)cc1F. Synergy scores: synergy=25.1. Cell line: ES2. (5) Drug 1: O=S1(=O)NC2(CN1CC(F)(F)F)C1CCC2Cc2cc(C=CCN3CCC(C(F)(F)F)CC3)ccc2C1. Drug 2: CN(Cc1cnc2nc(N)nc(N)c2n1)c1ccc(C(=O)NC(CCC(=O)O)C(=O)O)cc1. Cell line: RPMI7951. Synergy scores: synergy=9.99.